From a dataset of Full USPTO retrosynthesis dataset with 1.9M reactions from patents (1976-2016). Predict the reactants needed to synthesize the given product. (1) Given the product [CH2:14]([O:13][C:11]([N:8]1[CH2:9][CH2:10][CH:5]([CH:3]=[O:4])[CH2:6][CH2:7]1)=[O:12])[C:15]1[CH:20]=[CH:19][CH:18]=[CH:17][CH:16]=1, predict the reactants needed to synthesize it. The reactants are: CN(OC)[C:3]([CH:5]1[CH2:10][CH2:9][N:8]([C:11]([O:13][CH2:14][C:15]2[CH:20]=[CH:19][CH:18]=[CH:17][CH:16]=2)=[O:12])[CH2:7][CH2:6]1)=[O:4].C1(C)C=CC=CC=1.[H-].[Al+3].[Li+].[H-].[H-].[H-].C(O)(=O)CC(CC(O)=O)(C(O)=O)O. (2) Given the product [N+:1]([C:4]1[C:5]2[N:11]=[C:12]([CH2:13][CH2:14][CH3:15])[NH:10][C:6]=2[CH:7]=[CH:8][CH:9]=1)([O-:3])=[O:2], predict the reactants needed to synthesize it. The reactants are: [N+:1]([C:4]1[CH:9]=[CH:8][CH:7]=[C:6]([NH2:10])[C:5]=1[NH2:11])([O-:3])=[O:2].[CH:12](=O)[CH2:13][CH2:14][CH3:15].[NH4+].[OH-]. (3) Given the product [CH3:1][N:2]([CH3:13])[C:3]1[CH:12]=[CH:11][CH:10]=[CH:9][C:4]=1[CH2:5][OH:6], predict the reactants needed to synthesize it. The reactants are: [CH3:1][N:2]([CH3:13])[C:3]1[CH:12]=[CH:11][CH:10]=[CH:9][C:4]=1[C:5](OC)=[O:6].[BH4-].[Na+]. (4) Given the product [NH2:69][C:44]1([C:42]([OH:43])=[O:41])[CH2:49][CH:48]([O:50][C:51](=[O:63])[NH:52][C:53]2[CH:62]=[CH:61][C:60]3[C:55](=[CH:56][CH:57]=[CH:58][CH:59]=3)[CH:54]=2)[CH:47]2[CH:45]1[CH:46]2[C:64]([OH:66])=[O:65], predict the reactants needed to synthesize it. The reactants are: C(OC(C1(NC(OC(C)(C)C)=O)CC(O)C2C1C2C(OCC)=O)=O)C.C1C2C(=CC=CC=2)C=CC=1N=C=O.C([O:41][C:42]([C:44]1([NH:69]C(OC(C)(C)C)=O)[CH2:49][CH:48]([O:50][C:51](=[O:63])[NH:52][C:53]2[CH:62]=[CH:61][C:60]3[C:55](=[CH:56][CH:57]=[CH:58][CH:59]=3)[CH:54]=2)[CH:47]2[CH:45]1[CH:46]2[C:64]([O:66]CC)=[O:65])=[O:43])C. (5) Given the product [CH2:1]([O:3][C:4]([C:6]1[N:7]=[C:8]([C:18]2[CH:23]=[CH:22][C:21]([C:24]([F:26])([F:27])[F:25])=[CH:20][CH:19]=2)[O:9][C:10]=1[C:11]1[CH:12]=[CH:13][C:14]([O:17][S:28]([C:31]([F:34])([F:33])[F:32])(=[O:30])=[O:29])=[CH:15][CH:16]=1)=[O:5])[CH3:2], predict the reactants needed to synthesize it. The reactants are: [CH2:1]([O:3][C:4]([C:6]1[N:7]=[C:8]([C:18]2[CH:23]=[CH:22][C:21]([C:24]([F:27])([F:26])[F:25])=[CH:20][CH:19]=2)[O:9][C:10]=1[C:11]1[CH:16]=[CH:15][C:14]([OH:17])=[CH:13][CH:12]=1)=[O:5])[CH3:2].[S:28](O[S:28]([C:31]([F:34])([F:33])[F:32])(=[O:30])=[O:29])([C:31]([F:34])([F:33])[F:32])(=[O:30])=[O:29].C(N(CC)CC)C.